This data is from Full USPTO retrosynthesis dataset with 1.9M reactions from patents (1976-2016). The task is: Predict the reactants needed to synthesize the given product. Given the product [CH2:2]([O:3][CH2:4][C@H:5]([CH2:7][OH:8])[OH:6])[CH2:9][CH2:13][CH2:14][CH2:15][CH2:16][CH2:17][CH3:18], predict the reactants needed to synthesize it. The reactants are: C[C:2]1([CH3:9])[O:6][C@H:5]([CH2:7][OH:8])[CH2:4][O:3]1.[OH-].[K+].Br[CH2:13][CH2:14][CH2:15][CH2:16][CH2:17][CH2:18]CC.O.